Task: Predict the product of the given reaction.. Dataset: Forward reaction prediction with 1.9M reactions from USPTO patents (1976-2016) (1) Given the reactants [H-].[Na+].[F:3][CH2:4][CH2:5][CH2:6][OH:7].[Br:8][C:9]1[CH:10]=[CH:11][C:12](Cl)=[N:13][CH:14]=1, predict the reaction product. The product is: [F:3][CH2:4][CH2:5][CH2:6][O:7][C:12]1[CH:11]=[CH:10][C:9]([Br:8])=[CH:14][N:13]=1. (2) The product is: [Cl:1][C:2]1[CH:10]=[CH:9][C:8]2[N:7]([CH2:28][CH2:27][C:24]3[CH:23]=[N:22][C:21]([CH2:18][CH2:19][CH3:20])=[CH:26][CH:25]=3)[C:6]3[CH2:11][CH2:12][N:13]([CH3:15])[CH2:14][C:5]=3[C:4]=2[CH:3]=1. Given the reactants [Cl:1][C:2]1[CH:10]=[CH:9][C:8]2[NH:7][C:6]3[CH2:11][CH2:12][N:13]([CH3:15])[CH2:14][C:5]=3[C:4]=2[CH:3]=1.[OH-].[K+].[CH2:18]([C:21]1[CH:26]=[CH:25][C:24]([CH:27]=[CH2:28])=[CH:23][N:22]=1)[CH2:19][CH3:20], predict the reaction product. (3) Given the reactants [CH:1]1([N:4]([CH:18]2[CH2:23][CH2:22][NH:21][CH2:20][CH2:19]2)[C:5](=[O:17])[C:6]2[CH:11]=[CH:10][C:9]([C:12]3[O:16][CH:15]=[N:14][CH:13]=3)=[CH:8][CH:7]=2)[CH2:3][CH2:2]1.[Br:24][C:25]1[CH:26]=[CH:27][C:28](F)=[N:29][CH:30]=1, predict the reaction product. The product is: [Br:24][C:25]1[CH:26]=[CH:27][C:28]([N:21]2[CH2:22][CH2:23][CH:18]([N:4]([CH:1]3[CH2:3][CH2:2]3)[C:5](=[O:17])[C:6]3[CH:7]=[CH:8][C:9]([C:12]4[O:16][CH:15]=[N:14][CH:13]=4)=[CH:10][CH:11]=3)[CH2:19][CH2:20]2)=[N:29][CH:30]=1. (4) Given the reactants [CH3:1][C:2]1[C:3]([N:8](COCCOC)[S:9]([C:12]2[S:13][C:14]([CH3:41])=[CH:15][C:16]=2[C:17]2[CH:22]=[CH:21][C:20]([CH2:23][N:24]3[C:32]4[CH:31]=[C:30]([CH3:33])[N:29]=[C:28]([CH2:34][CH3:35])[C:27]=4[C:26]([CH2:36][CH3:37])=[N:25]3)=[CH:19][C:18]=2[CH2:38][O:39][CH3:40])(=[O:11])=[O:10])=[N:4][O:5][C:6]=1[CH3:7].Cl, predict the reaction product. The product is: [CH3:1][C:2]1[C:3]([NH:8][S:9]([C:12]2[S:13][C:14]([CH3:41])=[CH:15][C:16]=2[C:17]2[CH:22]=[CH:21][C:20]([CH2:23][N:24]3[C:32]4[CH:31]=[C:30]([CH3:33])[N:29]=[C:28]([CH2:34][CH3:35])[C:27]=4[C:26]([CH2:36][CH3:37])=[N:25]3)=[CH:19][C:18]=2[CH2:38][O:39][CH3:40])(=[O:10])=[O:11])=[N:4][O:5][C:6]=1[CH3:7]. (5) Given the reactants [Cl:1][C:2]1[CH:3]=[N:4][CH:5]=[CH:6][C:7]=1[CH2:8]O.[Br:10]P(Br)Br, predict the reaction product. The product is: [BrH:10].[Br:10][CH2:8][C:7]1[CH:6]=[CH:5][N:4]=[CH:3][C:2]=1[Cl:1]. (6) Given the reactants [CH3:1][N:2]1[C:7](=[O:8])[C:6]([NH:9][C:10]2[CH:11]=[N:12][CH:13]=[CH:14][CH:15]=2)=[N:5][C:4](B(O)O)=[CH:3]1.Cl[C:20]1[C:25]([CH:26]=[O:27])=[C:24]([N:28]2[CH2:41][CH2:40][N:31]3[C:32]4[CH2:33][CH2:34][CH2:35][CH2:36][C:37]=4[C:38]([F:39])=[C:30]3[C:29]2=[O:42])[N:23]=[CH:22][CH:21]=1.C([O-])([O-])=O.[Na+].[Na+].CN(C=O)C, predict the reaction product. The product is: [F:39][C:38]1[C:37]2[CH2:36][CH2:35][CH2:34][CH2:33][C:32]=2[N:31]2[CH2:40][CH2:41][N:28]([C:24]3[N:23]=[CH:22][CH:21]=[C:20]([C:4]4[N:5]=[C:6]([NH:9][C:10]5[CH:11]=[N:12][CH:13]=[CH:14][CH:15]=5)[C:7](=[O:8])[N:2]([CH3:1])[CH:3]=4)[C:25]=3[CH:26]=[O:27])[C:29](=[O:42])[C:30]=12. (7) Given the reactants [CH:1](N(C(C)C)CC)(C)[CH3:2].[C:10]1([CH3:30])[CH:15]=[C:14]([CH3:16])[CH:13]=[C:12]([CH3:17])[C:11]=1[NH:18][CH:19]=[N:20][C:21]1[C:26]([CH3:27])=[CH:25][C:24]([CH3:28])=[CH:23][C:22]=1[CH3:29].[Cl:31]C(Cl)C, predict the reaction product. The product is: [Cl-:31].[C:26]1([CH3:27])[CH:25]=[C:24]([CH3:28])[CH:23]=[C:22]([CH3:29])[C:21]=1[NH+:20]1[CH2:2][CH2:1][N:18]([C:11]2[C:12]([CH3:17])=[CH:13][C:14]([CH3:16])=[CH:15][C:10]=2[CH3:30])[CH2:19]1. (8) Given the reactants [OH:1][C:2]1[CH:8]=[C:7]([N+:9]([O-:11])=[O:10])[CH:6]=[CH:5][C:3]=1[NH2:4].[Cl:12][C:13]1[CH:18]=[C:17]([Cl:19])[CH:16]=[CH:15][C:14]=1[N:20]=[C:21]=[O:22], predict the reaction product. The product is: [OH:1][C:2]1[CH:8]=[C:7]([N+:9]([O-:11])=[O:10])[CH:6]=[CH:5][C:3]=1[NH:4][C:21]([NH:20][C:14]1[CH:15]=[CH:16][C:17]([Cl:19])=[CH:18][C:13]=1[Cl:12])=[O:22].